From a dataset of Forward reaction prediction with 1.9M reactions from USPTO patents (1976-2016). Predict the product of the given reaction. (1) Given the reactants [NH:1]1[C:5]2[CH:6]=[C:7]([C:10]3[O:14][C:13]([SH:15])=[N:12][N:11]=3)[CH:8]=[CH:9][C:4]=2[N:3]=[CH:2]1.[C:16]1(CBr)[C:25]2[C:20](=[CH:21][CH:22]=[CH:23][CH:24]=2)[CH:19]=[CH:18][CH:17]=1.[CH3:28]CO, predict the reaction product. The product is: [CH:24]1[C:25]2[C:20](=[CH:19][CH:18]=[CH:17][CH:16]=2)[CH:21]=[CH:22][C:23]=1[CH2:28][S:15][C:13]1[O:14][C:10]([C:7]2[CH:8]=[CH:9][C:4]3[NH:3][CH:2]=[N:1][C:5]=3[CH:6]=2)=[N:11][N:12]=1. (2) Given the reactants CN(C(ON1N=N[C:11]2[CH:12]=[CH:13][CH:14]=N[C:10]1=2)=[N+](C)C)C.F[P-](F)(F)(F)(F)F.[C:25]([O:29][C:30]([N:32]1[CH2:38][CH2:37][CH2:36][NH:35][CH2:34][CH2:33]1)=[O:31])([CH3:28])([CH3:27])[CH3:26].CCN(C(C)C)C(C)C.C(O)(=O)C[C:50](CC(O)=O)(C(O)=O)[OH:51], predict the reaction product. The product is: [C:25]([O:29][C:30]([N:32]1[CH2:38][CH2:37][CH2:36][N:35]([C:50]([C:11]2([CH3:10])[CH2:12][CH2:13][CH2:14]2)=[O:51])[CH2:34][CH2:33]1)=[O:31])([CH3:28])([CH3:26])[CH3:27]. (3) Given the reactants Br[CH2:2][C:3]1[CH:8]=[CH:7][C:6]([C:9]2[N:14]=[CH:13][C:12]([C:15]3[N:20]=[CH:19][CH:18]=[CH:17][N:16]=3)=[CH:11][C:10]=2[C:21]2[CH:26]=[CH:25][CH:24]=[CH:23][CH:22]=2)=[CH:5][CH:4]=1.[NH:27]1[CH2:32][CH2:31][CH:30]([N:33]2[C:37]3=[N:38][CH:39]=[N:40][C:41]([NH2:42])=[C:36]3[CH:35]=[N:34]2)[CH2:29][CH2:28]1.CCN(C(C)C)C(C)C.CO, predict the reaction product. The product is: [C:21]1([C:10]2[C:9]([C:6]3[CH:5]=[CH:4][C:3]([CH2:2][N:27]4[CH2:32][CH2:31][CH:30]([N:33]5[C:37]6=[N:38][CH:39]=[N:40][C:41]([NH2:42])=[C:36]6[CH:35]=[N:34]5)[CH2:29][CH2:28]4)=[CH:8][CH:7]=3)=[N:14][CH:13]=[C:12]([C:15]3[N:16]=[CH:17][CH:18]=[CH:19][N:20]=3)[CH:11]=2)[CH:26]=[CH:25][CH:24]=[CH:23][CH:22]=1. (4) Given the reactants [S:1]1[CH:5]=[CH:4][CH:3]=[C:2]1[C:6]1[CH:7]=[CH:8][CH:9]=[C:10]2[C:15]=1[N:14]=[CH:13][N:12]=[C:11]2O.P(Cl)(Cl)(Cl)=O.ClC1C2C(=C(C3SC=CC=3)C=CC=2)N=CN=1.[CH3:38][C:39]1[N:43]=[CH:42][N:41]([C:44]2[CH:45]=[C:46]([NH2:50])[CH:47]=[CH:48][CH:49]=2)[N:40]=1.C(=O)([O-])O.[Na+], predict the reaction product. The product is: [CH3:38][C:39]1[N:43]=[CH:42][N:41]([C:44]2[CH:45]=[C:46]([NH:50][C:11]3[C:10]4[C:15](=[C:6]([C:2]5[S:1][CH:5]=[CH:4][CH:3]=5)[CH:7]=[CH:8][CH:9]=4)[N:14]=[CH:13][N:12]=3)[CH:47]=[CH:48][CH:49]=2)[N:40]=1. (5) Given the reactants CCN(C(C)C)C(C)C.[CH3:10][O:11][C:12]1[CH:13]=[CH:14][CH:15]=[C:16]2[C:21]=1[O:20][C:19](=[O:22])[C:18]([C:23]([OH:25])=O)=[CH:17]2.CN(C(ON1N=NC2C=CC=NC1=2)=[N+](C)C)C.F[P-](F)(F)(F)(F)F.[CH3:50][N:51]([CH3:65])[C:52]1[N:57]=[CH:56][C:55]([C:58]2[CH:59]=[C:60]([NH2:64])[CH:61]=[CH:62][CH:63]=2)=[CH:54][CH:53]=1, predict the reaction product. The product is: [CH3:50][N:51]([CH3:65])[C:52]1[N:57]=[CH:56][C:55]([C:58]2[CH:59]=[C:60]([NH:64][C:23]([C:18]3[C:19](=[O:22])[O:20][C:21]4[C:16]([CH:17]=3)=[CH:15][CH:14]=[CH:13][C:12]=4[O:11][CH3:10])=[O:25])[CH:61]=[CH:62][CH:63]=2)=[CH:54][CH:53]=1. (6) Given the reactants [CH2:1]=[C:2]1[CH2:7][CH2:6][O:5][C:3]1=[O:4].[C:8]([OH:12])(=[O:11])[CH:9]=[CH2:10].[CH2:13]([O:16][CH2:17][C:18]([CH2:23][OH:24])([CH2:21][OH:22])[CH2:19][OH:20])[CH:14]=[CH2:15].S([O-])(OCCCCCCCCCCCC)(=O)=O.[Na+].S(OOS([O-])(=O)=O)([O-])(=O)=O.[Na+].[Na+].[OH-].[Na+], predict the reaction product. The product is: [CH2:1]=[C:2]1[CH2:7][CH2:6][O:5][C:3]1=[O:4].[C:8]([OH:12])(=[O:11])[CH:9]=[CH2:10].[CH2:13]([O:16][CH2:17][C:18]([CH2:21][OH:22])([CH2:23][OH:24])[CH2:19][OH:20])[CH:14]=[CH2:15].